This data is from Full USPTO retrosynthesis dataset with 1.9M reactions from patents (1976-2016). The task is: Predict the reactants needed to synthesize the given product. (1) Given the product [Cl:42][C:24]1[C:25]([NH:27][C:28]2[CH:33]=[CH:32][CH:31]=[CH:30][C:29]=2[S:34]([N:37]2[CH2:41][CH2:40][CH2:39][CH2:38]2)(=[O:36])=[O:35])=[N:26][C:21]([NH:1][C:2]2[C:3]([O:18][CH3:19])=[CH:4][C:5]3[CH2:11][N:10]([CH2:12][CH:13]4[CH2:14][CH2:15]4)[CH2:9][C:8](=[O:16])[NH:7][C:6]=3[CH:17]=2)=[N:22][CH:23]=1, predict the reactants needed to synthesize it. The reactants are: [NH2:1][C:2]1[C:3]([O:18][CH3:19])=[CH:4][C:5]2[CH2:11][N:10]([CH2:12][CH:13]3[CH2:15][CH2:14]3)[CH2:9][C:8](=[O:16])[NH:7][C:6]=2[CH:17]=1.Cl[C:21]1[N:26]=[C:25]([NH:27][C:28]2[CH:33]=[CH:32][CH:31]=[CH:30][C:29]=2[S:34]([N:37]2[CH2:41][CH2:40][CH2:39][CH2:38]2)(=[O:36])=[O:35])[C:24]([Cl:42])=[CH:23][N:22]=1. (2) Given the product [CH3:1][C:2]1[CH:3]=[C:4]([C:8]2[N:9]=[C:10]3[CH:15]=[CH:14][CH:13]=[N:12][N:11]3[C:16]=2[C:17]2[CH:22]=[CH:21][N:20]=[C:19]([N:23]([C:36](=[O:37])[CH2:29][CH3:30])[C:31](=[O:34])[CH2:32][CH3:33])[CH:18]=2)[CH:5]=[CH:6][CH:7]=1, predict the reactants needed to synthesize it. The reactants are: [CH3:1][C:2]1[CH:3]=[C:4]([C:8]2[N:9]=[C:10]3[CH:15]=[CH:14][CH:13]=[N:12][N:11]3[C:16]=2[C:17]2[CH:22]=[CH:21][N:20]=[C:19]([NH2:23])[CH:18]=2)[CH:5]=[CH:6][CH:7]=1.C(N([CH2:29][CH3:30])CC)C.[C:31](Cl)(=[O:34])[CH2:32][CH3:33].[C:36](=O)([O-])[OH:37].[Na+]. (3) Given the product [CH3:1][O:2][C:3]1[CH:4]=[N:5][C:6]([C:9]2[CH:18]=[CH:17][CH:16]=[CH:15][C:10]=2[C:11]([OH:13])=[O:12])=[CH:7][CH:8]=1, predict the reactants needed to synthesize it. The reactants are: [CH3:1][O:2][C:3]1[CH:4]=[N:5][C:6]([C:9]2[CH:18]=[CH:17][CH:16]=[CH:15][C:10]=2[C:11]([O:13]C)=[O:12])=[CH:7][CH:8]=1.[OH-].[Na+]. (4) Given the product [Cl:1][C:2]1[CH:7]=[CH:6][C:5]([NH:8][C:9]2[N:17]=[C:16]([N:18]3[C:28]([CH3:29])=[CH:27][C:26]([C:22]4[O:21][CH:25]=[CH:24][CH:23]=4)=[N:19]3)[N:15]=[C:14]3[C:10]=2[N:11]=[CH:12][N:13]3[CH3:20])=[CH:4][CH:3]=1, predict the reactants needed to synthesize it. The reactants are: [Cl:1][C:2]1[CH:7]=[CH:6][C:5]([NH:8][C:9]2[N:17]=[C:16]([NH:18][NH2:19])[N:15]=[C:14]3[C:10]=2[N:11]=[CH:12][N:13]3[CH3:20])=[CH:4][CH:3]=1.[O:21]1[CH:25]=[CH:24][CH:23]=[C:22]1[C:26](=O)[CH2:27][C:28](=O)[CH3:29]. (5) Given the product [CH3:1][C:2]1([C:14]([NH2:15])=[O:17])[C:12]2=[C:13]3[C:8](=[CH:9][CH:10]=[CH:11]2)[CH:7]=[CH:6][CH:5]=[C:4]3[CH2:3]1, predict the reactants needed to synthesize it. The reactants are: [CH3:1][C:2]1([C:14]#[N:15])[C:12]2=[C:13]3[C:8](=[CH:9][CH:10]=[CH:11]2)[CH:7]=[CH:6][CH:5]=[C:4]3[CH2:3]1.C([O-])([O-])=[O:17].[K+].[K+].OO. (6) Given the product [C:71]([O:75][C:76](=[O:77])[NH:78][CH:79]1[CH2:82][N:81]([C:7]2[CH:8]=[C:9]3[C:14](=[CH:15][CH:16]=2)[O:13][CH2:12][C@@H:11]([N:17]2[CH2:20][CH2:19][CH2:18]2)[C@H:10]3[CH2:21][C:22]2[CH:23]=[CH:24][CH:25]=[CH:26][CH:27]=2)[CH2:80]1)([CH3:74])([CH3:72])[CH3:73], predict the reactants needed to synthesize it. The reactants are: FC(F)(F)S(O[C:7]1[CH:8]=[C:9]2[C:14](=[CH:15][CH:16]=1)[O:13][CH2:12][C@@H:11]([N:17]1[CH2:20][CH2:19][CH2:18]1)[C@H:10]2[CH2:21][C:22]1[CH:27]=[CH:26][CH:25]=[CH:24][CH:23]=1)(=O)=O.C1(P(C2CCCCC2)C2C=CC=CC=2C2C(C(C)C)=CC(C(C)C)=CC=2C(C)C)CCCCC1.C(=O)([O-])[O-].[Cs+].[Cs+].[Cl-].[C:71]([O:75][C:76]([NH:78][CH:79]1[CH2:82][NH2+:81][CH2:80]1)=[O:77])([CH3:74])([CH3:73])[CH3:72].